The task is: Predict the reaction yield, written as a fraction of the theoretical maximum amount of product (1.0 means a 100% yield; for example, 0.34 means a 34% yield).. This data is from Reaction yield outcomes from USPTO patents with 853,638 reactions. (1) The reactants are [NH2:1][C:2]1[CH:11]=[CH:10][C:5]([C:6]([O:8][CH3:9])=[O:7])=[CH:4][C:3]=1[I:12].C(N(CC)CC)C.[F:20][C:21]([F:32])([F:31])[C:22](O[C:22](=[O:23])[C:21]([F:32])([F:31])[F:20])=[O:23]. The catalyst is ClCCl. The product is [I:12][C:3]1[CH:4]=[C:5]([CH:10]=[CH:11][C:2]=1[NH:1][C:22](=[O:23])[C:21]([F:32])([F:31])[F:20])[C:6]([O:8][CH3:9])=[O:7]. The yield is 0.910. (2) The reactants are Cl([O-])(=O)(=O)=O.[Li+].[O:7]1[C:9]([CH3:11])([CH3:10])[CH2:8]1.[NH:12]1[CH2:15][CH:14]([C:16]2[CH:17]=[CH:18][C:19]3[O:28][CH2:27][CH2:26][C:25]4[S:24][C:23]([C:29]5[N:30]([CH:34]([CH3:36])[CH3:35])[N:31]=[CH:32][N:33]=5)=[N:22][C:21]=4[C:20]=3[CH:37]=2)[CH2:13]1. The catalyst is C1COCC1. The product is [CH:34]([N:30]1[C:29]([C:23]2[S:24][C:25]3[CH2:26][CH2:27][O:28][C:19]4[CH:18]=[CH:17][C:16]([CH:14]5[CH2:13][N:12]([CH2:8][C:9]([CH3:11])([OH:7])[CH3:10])[CH2:15]5)=[CH:37][C:20]=4[C:21]=3[N:22]=2)=[N:33][CH:32]=[N:31]1)([CH3:36])[CH3:35]. The yield is 0.970.